This data is from Forward reaction prediction with 1.9M reactions from USPTO patents (1976-2016). The task is: Predict the product of the given reaction. Given the reactants [CH:1]([O:4][C:5]1[CH:14]=[CH:13][CH:12]=[C:11]2[C:6]=1[CH2:7][CH2:8][C:9]([NH2:18])([C:15]([OH:17])=[O:16])[CH2:10]2)([CH3:3])[CH3:2].C(N(CC)CC)C.[C:26](=O)([O:42]N1C(=O)CCC1=O)[O:27][CH2:28][CH:29]1[C:41]2[CH:40]=[CH:39][CH:38]=[CH:37][C:36]=2[C:35]2[C:30]1=[CH:31][CH:32]=[CH:33][CH:34]=2, predict the reaction product. The product is: [C:26]([CH:10]1[C:11]2[C:6](=[C:5]([O:4][CH:1]([CH3:3])[CH3:2])[CH:14]=[CH:13][CH:12]=2)[CH2:7][CH2:8][C:9]1([NH2:18])[C:15]([OH:17])=[O:16])([O:27][CH2:28][CH:29]1[C:30]2[C:35](=[CH:34][CH:33]=[CH:32][CH:31]=2)[C:36]2[C:41]1=[CH:40][CH:39]=[CH:38][CH:37]=2)=[O:42].